From a dataset of NCI-60 drug combinations with 297,098 pairs across 59 cell lines. Regression. Given two drug SMILES strings and cell line genomic features, predict the synergy score measuring deviation from expected non-interaction effect. (1) Drug 1: C1CCC(CC1)NC(=O)N(CCCl)N=O. Drug 2: C1=CC=C(C=C1)NC(=O)CCCCCCC(=O)NO. Cell line: SW-620. Synergy scores: CSS=24.9, Synergy_ZIP=-11.3, Synergy_Bliss=-5.09, Synergy_Loewe=-11.3, Synergy_HSA=-5.09. (2) Drug 2: CC1CCC2CC(C(=CC=CC=CC(CC(C(=O)C(C(C(=CC(C(=O)CC(OC(=O)C3CCCCN3C(=O)C(=O)C1(O2)O)C(C)CC4CCC(C(C4)OC)OCCO)C)C)O)OC)C)C)C)OC. Synergy scores: CSS=5.80, Synergy_ZIP=-1.18, Synergy_Bliss=3.02, Synergy_Loewe=1.83, Synergy_HSA=1.34. Cell line: SK-OV-3. Drug 1: CC1=C(C(CCC1)(C)C)C=CC(=CC=CC(=CC(=O)O)C)C.